This data is from Catalyst prediction with 721,799 reactions and 888 catalyst types from USPTO. The task is: Predict which catalyst facilitates the given reaction. (1) Reactant: Br[C:2]1[N:3]=[C:4]([C:9]2[N:10]([CH2:18][CH3:19])[C:11]3[CH:16]=[CH:15][N:14]=[CH:13][C:12]=3[N:17]=2)[C:5]([NH2:8])=[N:6][CH:7]=1.[C:20]1(B(O)O)[CH:25]=[CH:24][CH:23]=[CH:22][CH:21]=1.C(=O)([O-])[O-].[K+].[K+].C(#N)C. Product: [CH2:18]([N:10]1[C:11]2[CH:16]=[CH:15][N:14]=[CH:13][C:12]=2[N:17]=[C:9]1[C:4]1[C:5]([NH2:8])=[N:6][CH:7]=[C:2]([C:20]2[CH:25]=[CH:24][CH:23]=[CH:22][CH:21]=2)[N:3]=1)[CH3:19]. The catalyst class is: 189. (2) Reactant: [C:1]([O:5][C:6]([N:8]1[CH2:13][CH2:12][N:11]([CH2:14][C:15]2[S:23][C:22]3[C:21]([N:24]4[CH2:29][CH2:28][O:27][CH2:26][CH2:25]4)=[N:20][C:19](Cl)=[N:18][C:17]=3[CH:16]=2)[CH2:10][CH2:9]1)=[O:7])([CH3:4])([CH3:3])[CH3:2].[CH3:31][S-:32].[Na+]. Product: [C:1]([O:5][C:6]([N:8]1[CH2:13][CH2:12][N:11]([CH2:14][C:15]2[S:23][C:22]3[C:21]([N:24]4[CH2:29][CH2:28][O:27][CH2:26][CH2:25]4)=[N:20][C:19]([S:32][CH3:31])=[N:18][C:17]=3[CH:16]=2)[CH2:10][CH2:9]1)=[O:7])([CH3:4])([CH3:3])[CH3:2]. The catalyst class is: 3.